From a dataset of Forward reaction prediction with 1.9M reactions from USPTO patents (1976-2016). Predict the product of the given reaction. Given the reactants [NH2:1][CH2:2][CH:3]1[CH2:6][N:5]([S:7]([C:10]2[C:18]3[C:13](=[N:14][CH:15]=[CH:16][CH:17]=3)[S:12][C:11]=2[NH:19][C:20]2[CH:25]=[CH:24][C:23]([I:26])=[CH:22][C:21]=2[F:27])(=[O:9])=[O:8])[CH2:4]1.C(N(CC)C(C)C)(C)C.[C:37]([O:41][CH2:42][CH3:43])(=[O:40])[CH:38]=[CH2:39].CCOC(C)=O, predict the reaction product. The product is: [F:27][C:21]1[CH:22]=[C:23]([I:26])[CH:24]=[CH:25][C:20]=1[NH:19][C:11]1[S:12][C:13]2=[N:14][CH:15]=[CH:16][CH:17]=[C:18]2[C:10]=1[S:7]([N:5]1[CH2:6][CH:3]([CH2:2][NH:1][CH2:39][CH2:38][C:37]([O:41][CH2:42][CH3:43])=[O:40])[CH2:4]1)(=[O:8])=[O:9].